From a dataset of Forward reaction prediction with 1.9M reactions from USPTO patents (1976-2016). Predict the product of the given reaction. Given the reactants [CH3:1][O:2][C:3](=[O:29])/[CH:4]=[CH:5]/[C:6]1[CH:7]=[C:8]2[C:25](=[CH:26][CH:27]=1)[O:24][C:11]1([CH2:16][CH2:15][N:14](C(OC(C)(C)C)=O)[CH2:13][CH2:12]1)[CH2:10][C:9]2=[O:28].Br[CH2:31][CH2:32][C:33]1[CH:38]=[CH:37][CH:36]=[C:35]([O:39][CH3:40])[CH:34]=1, predict the reaction product. The product is: [CH3:1][O:2][C:3](=[O:29])/[CH:4]=[CH:5]/[C:6]1[CH:7]=[C:8]2[C:25](=[CH:26][CH:27]=1)[O:24][C:11]1([CH2:12][CH2:13][N:14]([CH2:31][CH2:32][C:33]3[CH:38]=[CH:37][CH:36]=[C:35]([O:39][CH3:40])[CH:34]=3)[CH2:15][CH2:16]1)[CH2:10][C:9]2=[O:28].